This data is from Full USPTO retrosynthesis dataset with 1.9M reactions from patents (1976-2016). The task is: Predict the reactants needed to synthesize the given product. (1) Given the product [Br:1][C:2]1[CH:7]=[C:6]([S:8]([CH3:11])(=[O:10])=[O:9])[CH:5]=[CH:4][C:3]=1[NH:18][CH:15]1[CH2:16][CH2:17][O:13][CH2:14]1, predict the reactants needed to synthesize it. The reactants are: [Br:1][C:2]1[CH:7]=[C:6]([S:8]([CH3:11])(=[O:10])=[O:9])[CH:5]=[CH:4][C:3]=1F.[O:13]1[CH2:17][CH2:16][CH:15]([NH2:18])[CH2:14]1.C([O-])([O-])=O.[K+].[K+].O. (2) Given the product [CH3:53][O:54][C:55]1[CH:60]=[CH:59][C:58]([C:61]2[CH:66]=[CH:65][CH:64]=[C:63]([NH:67][C:24]([C:19]3[C:20](=[O:23])[O:21][C:22]4[C:17]([CH:18]=3)=[CH:16][CH:15]=[CH:14][C:13]=4[O:12][C:11]([F:10])([F:28])[F:27])=[O:26])[CH:62]=2)=[CH:57][C:56]=1[CH3:68], predict the reactants needed to synthesize it. The reactants are: CCN(C(C)C)C(C)C.[F:10][C:11]([F:28])([F:27])[O:12][C:13]1[CH:14]=[CH:15][CH:16]=[C:17]2[C:22]=1[O:21][C:20](=[O:23])[C:19]([C:24]([OH:26])=O)=[CH:18]2.CN(C(ON1N=NC2C=CC=NC1=2)=[N+](C)C)C.F[P-](F)(F)(F)(F)F.[CH3:53][O:54][C:55]1[CH:60]=[CH:59][C:58]([C:61]2[CH:66]=[CH:65][CH:64]=[C:63]([NH2:67])[CH:62]=2)=[CH:57][C:56]=1[CH3:68]. (3) Given the product [NH2:25][CH2:24][C@@H:23]([NH:22][C:20](=[O:21])[C:19]1[CH:40]=[CH:41][C:16]([C:3]2[C:2]([NH2:1])=[N:7][CH:6]=[C:5]([CH:8]3[CH2:9][CH2:10][C:11]([F:14])([F:15])[CH2:12][CH2:13]3)[N:4]=2)=[CH:17][C:18]=1[F:42])[C:33]1[CH:38]=[CH:37][CH:36]=[C:35]([Cl:39])[CH:34]=1, predict the reactants needed to synthesize it. The reactants are: [NH2:1][C:2]1[C:3]([C:16]2[CH:41]=[CH:40][C:19]([C:20]([NH:22][C@@H:23]([C:33]3[CH:38]=[CH:37][CH:36]=[C:35]([Cl:39])[CH:34]=3)[CH2:24][NH:25]C(=O)OC(C)(C)C)=[O:21])=[C:18]([F:42])[CH:17]=2)=[N:4][C:5]([CH:8]2[CH2:13][CH2:12][C:11]([F:15])([F:14])[CH2:10][CH2:9]2)=[CH:6][N:7]=1.Cl.O1CCOCC1. (4) Given the product [NH:42]1[C:43]2[C:39](=[C:38]([C:2]3[N:3]=[C:4]([N:13]4[CH2:18][CH2:17][O:16][CH2:15][CH2:14]4)[C:5]4[S:10][C:9]([C:22]5[CH:23]=[N:24][CH:25]=[CH:26][C:21]=5[O:20][CH3:19])=[C:8]([CH3:12])[C:6]=4[N:7]=3)[CH:46]=[CH:45][CH:44]=2)[CH:40]=[N:41]1, predict the reactants needed to synthesize it. The reactants are: Cl[C:2]1[N:3]=[C:4]([N:13]2[CH2:18][CH2:17][O:16][CH2:15][CH2:14]2)[C:5]2[S:10][C:9](I)=[C:8]([CH3:12])[C:6]=2[N:7]=1.[CH3:19][O:20][C:21]1[CH:26]=[CH:25][N:24]=[CH:23][C:22]=1B(O)O.CC1(C)C(C)(C)OB([C:38]2[CH:46]=[CH:45][CH:44]=[C:43]3[C:39]=2[CH:40]=[N:41][NH:42]3)O1. (5) Given the product [CH:1]1([CH:7]([N:11]2[CH:15]=[CH:14][CH:13]=[N:12]2)[CH2:8][CH2:9][OH:10])[CH2:6][CH2:5][CH2:4][CH2:3][CH2:2]1, predict the reactants needed to synthesize it. The reactants are: [CH:1]1([CH:7]([N:11]2[CH:15]=[CH:14][CH:13]=[N:12]2)[CH2:8][CH:9]=[O:10])[CH2:6][CH2:5][CH2:4][CH2:3][CH2:2]1. (6) Given the product [CH2:26]([N:28]([CH2:29][CH3:30])[CH2:2][CH2:3][CH2:4][CH2:5][O:6][C:7]1[CH:25]=[CH:24][C:10]2[C:11]([C:14]3[CH:19]=[CH:18][C:17]([C:20]([F:23])([F:22])[F:21])=[CH:16][CH:15]=3)=[N:12][S:13][C:9]=2[CH:8]=1)[CH3:27], predict the reactants needed to synthesize it. The reactants are: Br[CH2:2][CH2:3][CH2:4][CH2:5][O:6][C:7]1[CH:25]=[CH:24][C:10]2[C:11]([C:14]3[CH:19]=[CH:18][C:17]([C:20]([F:23])([F:22])[F:21])=[CH:16][CH:15]=3)=[N:12][S:13][C:9]=2[CH:8]=1.[CH2:26]([NH:28][CH2:29][CH3:30])[CH3:27].